This data is from Forward reaction prediction with 1.9M reactions from USPTO patents (1976-2016). The task is: Predict the product of the given reaction. (1) Given the reactants [CH2:1]([O:3][C:4](=[O:20])[C:5]1[CH:10]=[CH:9][C:8]([O:11][C:12]2[CH:17]=[CH:16][CH:15]=[CH:14][N:13]=2)=[CH:7][C:6]=1[CH2:18]Br)[CH3:2].[NH:21]([S:27]([C:30]1[CH:36]=[CH:35][C:33]([CH3:34])=[CH:32][CH:31]=1)(=[O:29])=[O:28])[CH2:22][C:23]([O:25][CH3:26])=[O:24].C(=O)([O-])[O-].[K+].[K+], predict the reaction product. The product is: [CH2:1]([O:3][C:4](=[O:20])[C:5]1[CH:10]=[CH:9][C:8]([O:11][C:12]2[CH:17]=[CH:16][CH:15]=[CH:14][N:13]=2)=[CH:7][C:6]=1[CH2:18][N:21]([CH2:22][C:23]([O:25][CH3:26])=[O:24])[S:27]([C:30]1[CH:31]=[CH:32][C:33]([CH3:34])=[CH:35][CH:36]=1)(=[O:29])=[O:28])[CH3:2]. (2) Given the reactants O[C:2]([CH2:6][CH2:7]/[CH:8]=[C:9](/[CH2:11][CH2:12][CH:13]=[C:14]([CH3:16])[CH3:15])\[CH3:10])([CH:4]=[CH2:5])[CH3:3].N1C2C(=CC=CC=2[OH:27])C=CC=1.CS(C)=[O:30], predict the reaction product. The product is: [CH3:15][C:14]([CH3:16])=[CH:13][CH2:12][CH2:11]/[C:9](/[CH3:10])=[CH:8]/[CH2:7][CH2:6]/[C:2](/[CH3:3])=[CH:4]/[CH:5]=[O:27].[CH3:15][C:14]([CH3:16])=[CH:13][CH2:12][CH2:11]/[C:9](/[CH3:10])=[CH:8]/[CH2:7][CH2:6]/[C:2](/[CH3:3])=[CH:4]\[CH:5]=[O:30]. (3) Given the reactants CN(C)C(N1C(C2C=CC=C(O)C=2)C2COC3C=CC(F)=CC=3C2=N1)=O.[CH3:27][N:28]([CH3:63])[CH2:29][CH2:30][N:31]([CH3:62])[C:32]([N:34]1[CH:38]([C:39]2[CH:44]=[CH:43][CH:42]=[C:41]([O:45]CC3C=CC=CC=3)[CH:40]=2)[CH:37]2[CH2:53][O:54][C:55]3[CH:56]=[CH:57][C:58]([F:61])=[CH:59][C:60]=3[C:36]2=[N:35]1)=[O:33], predict the reaction product. The product is: [CH3:27][N:28]([CH3:63])[CH2:29][CH2:30][N:31]([CH3:62])[C:32]([N:34]1[CH:38]([C:39]2[CH:44]=[CH:43][CH:42]=[C:41]([OH:45])[CH:40]=2)[CH:37]2[CH2:53][O:54][C:55]3[CH:56]=[CH:57][C:58]([F:61])=[CH:59][C:60]=3[C:36]2=[N:35]1)=[O:33]. (4) Given the reactants [NH2:1][C:2]1[S:3][C:4]([CH2:11][CH3:12])=[CH:5][C:6]=1[C:7]([O:9]C)=O.ClC(Cl)(O[C:17](=[O:23])OC(Cl)(Cl)Cl)Cl.C(N(CC)CC)C.[N:32]1[CH:37]=[CH:36][CH:35]=[CH:34][C:33]=1[NH2:38], predict the reaction product. The product is: [CH2:11]([C:4]1[S:3][C:2]2[NH:1][C:17](=[O:23])[N:38]([C:33]3[CH:34]=[CH:35][CH:36]=[CH:37][N:32]=3)[C:7](=[O:9])[C:6]=2[CH:5]=1)[CH3:12]. (5) Given the reactants [Cl:1][C:2]1[CH:3]=[C:4]([CH:15]=[CH:16][C:17]=1[Cl:18])[O:5][C:6]1[CH:13]=[CH:12][C:11]([F:14])=[CH:10][C:7]=1[C:8]#[N:9], predict the reaction product. The product is: [Cl:1][C:2]1[CH:3]=[C:4]([CH:15]=[CH:16][C:17]=1[Cl:18])[O:5][C:6]1[CH:13]=[CH:12][C:11]([F:14])=[CH:10][C:7]=1[CH2:8][NH2:9]. (6) Given the reactants N([O-])=O.[Na+].[NH2:5][C:6]1[CH:11]=[CH:10][C:9]([CH2:12][C:13]([O:15][CH2:16][CH3:17])=[O:14])=[CH:8][CH:7]=1.[N-:18]=[N+:19]=[N-].[Na+], predict the reaction product. The product is: [N:5]([C:6]1[CH:7]=[CH:8][C:9]([CH2:12][C:13]([O:15][CH2:16][CH3:17])=[O:14])=[CH:10][CH:11]=1)=[N+:18]=[N-:19]. (7) Given the reactants [CH2:1]([N:3]([CH2:24][CH3:25])[C:4]([C:6]1[CH:11]=[CH:10][C:9]([NH:12][C:13]2[N:18]=[C:17]([NH:19][CH3:20])[C:16]([N+:21]([O-])=O)=[CH:15][N:14]=2)=[CH:8][CH:7]=1)=[O:5])[CH3:2], predict the reaction product. The product is: [NH2:21][C:16]1[C:17]([NH:19][CH3:20])=[N:18][C:13]([NH:12][C:9]2[CH:8]=[CH:7][C:6]([C:4]([N:3]([CH2:24][CH3:25])[CH2:1][CH3:2])=[O:5])=[CH:11][CH:10]=2)=[N:14][CH:15]=1. (8) Given the reactants C([O:3][C:4](=[O:47])[CH2:5][CH2:6][CH2:7][O:8][C:9]1[CH:14]=[CH:13][CH:12]=[C:11]([CH2:15][CH2:16][CH2:17][CH2:18][CH2:19][CH2:20][O:21][C:22]2[CH:27]=[C:26]([C:28]3[CH:36]=[C:35]4[C:31]([CH:32]=[CH:33][NH:34]4)=[CH:30][CH:29]=3)[CH:25]=[C:24]([O:37][CH2:38][CH3:39])[CH:23]=2)[C:10]=1[CH2:40][CH2:41][C:42]([O:44]CC)=[O:43])C.[OH-].[Na+], predict the reaction product. The product is: [C:42]([CH2:41][CH2:40][C:10]1[C:11]([CH2:15][CH2:16][CH2:17][CH2:18][CH2:19][CH2:20][O:21][C:22]2[CH:27]=[C:26]([C:28]3[CH:36]=[C:35]4[C:31]([CH:32]=[CH:33][NH:34]4)=[CH:30][CH:29]=3)[CH:25]=[C:24]([O:37][CH2:38][CH3:39])[CH:23]=2)=[CH:12][CH:13]=[CH:14][C:9]=1[O:8][CH2:7][CH2:6][CH2:5][C:4]([OH:47])=[O:3])([OH:44])=[O:43]. (9) Given the reactants [Si](C)(C)(C)C.[CH3:6][C:7]1[CH:12]([OH:13])[CH2:11][CH2:10][C:9]([CH3:15])([CH3:14])[C:8]=1/[CH:16]=[CH:17]/[C:18](/[CH3:28])=[CH:19]/[CH:20]=[CH:21]/[C:22](/[CH3:27])=[CH:23]/[C:24]([OH:26])=[O:25].C1C(=O)NC(=O)N([C@@H]2O[C@H](COP(OP(O)(O)=O)(O)=O)[C@@H](O)[C@H]2O)C=1, predict the reaction product. The product is: [CH3:6][C:7]1[C:12](=[O:13])[CH2:11][CH2:10][C:9]([CH3:14])([CH3:15])[C:8]=1/[CH:16]=[CH:17]/[C:18](/[CH3:28])=[CH:19]/[CH:20]=[CH:21]/[C:22](/[CH3:27])=[CH:23]/[C:24]([OH:26])=[O:25].